This data is from Reaction yield outcomes from USPTO patents with 853,638 reactions. The task is: Predict the reaction yield, written as a fraction of the theoretical maximum amount of product (1.0 means a 100% yield; for example, 0.34 means a 34% yield). The reactants are [OH:1][CH2:2][C:3]1[N:4]=[N:5][N:6]([C:8]2[CH:22]=[CH:21][CH:20]=[CH:19][C:9]=2[CH2:10][NH:11][C:12](=[O:18])[O:13][C:14]([CH3:17])([CH3:16])[CH3:15])[CH:7]=1. The catalyst is C(Cl)Cl.O=[Mn]=O. The product is [CH:2]([C:3]1[N:4]=[N:5][N:6]([C:8]2[CH:22]=[CH:21][CH:20]=[CH:19][C:9]=2[CH2:10][NH:11][C:12](=[O:18])[O:13][C:14]([CH3:17])([CH3:16])[CH3:15])[CH:7]=1)=[O:1]. The yield is 0.250.